From a dataset of NCI-60 drug combinations with 297,098 pairs across 59 cell lines. Regression. Given two drug SMILES strings and cell line genomic features, predict the synergy score measuring deviation from expected non-interaction effect. (1) Drug 1: C1CC(C1)(C(=O)O)C(=O)O.[NH2-].[NH2-].[Pt+2]. Drug 2: CS(=O)(=O)CCNCC1=CC=C(O1)C2=CC3=C(C=C2)N=CN=C3NC4=CC(=C(C=C4)OCC5=CC(=CC=C5)F)Cl. Cell line: KM12. Synergy scores: CSS=-6.56, Synergy_ZIP=3.78, Synergy_Bliss=5.01, Synergy_Loewe=-7.04, Synergy_HSA=-6.20. (2) Drug 1: C1=NC2=C(N=C(N=C2N1C3C(C(C(O3)CO)O)O)F)N. Drug 2: CC1=C(C(CCC1)(C)C)C=CC(=CC=CC(=CC(=O)O)C)C. Cell line: LOX IMVI. Synergy scores: CSS=-3.22, Synergy_ZIP=-5.69, Synergy_Bliss=-14.6, Synergy_Loewe=-9.02, Synergy_HSA=-8.92. (3) Drug 1: CS(=O)(=O)CCNCC1=CC=C(O1)C2=CC3=C(C=C2)N=CN=C3NC4=CC(=C(C=C4)OCC5=CC(=CC=C5)F)Cl. Drug 2: CC12CCC3C(C1CCC2O)C(CC4=C3C=CC(=C4)O)CCCCCCCCCS(=O)CCCC(C(F)(F)F)(F)F. Cell line: NCI/ADR-RES. Synergy scores: CSS=9.65, Synergy_ZIP=-3.42, Synergy_Bliss=-4.13, Synergy_Loewe=-7.24, Synergy_HSA=-5.08. (4) Drug 1: C1=CC(=CC=C1CCC2=CNC3=C2C(=O)NC(=N3)N)C(=O)NC(CCC(=O)O)C(=O)O. Drug 2: CN(C)N=NC1=C(NC=N1)C(=O)N. Cell line: SK-OV-3. Synergy scores: CSS=20.0, Synergy_ZIP=-0.700, Synergy_Bliss=-3.72, Synergy_Loewe=-10.5, Synergy_HSA=-2.77. (5) Drug 1: CN1C(=O)N2C=NC(=C2N=N1)C(=O)N. Drug 2: C1=NNC2=C1C(=O)NC=N2. Cell line: OVCAR-5. Synergy scores: CSS=-1.49, Synergy_ZIP=-0.122, Synergy_Bliss=-2.05, Synergy_Loewe=-4.24, Synergy_HSA=-3.43. (6) Drug 1: C1=NC2=C(N1)C(=S)N=C(N2)N. Drug 2: CC1C(C(CC(O1)OC2CC(OC(C2O)C)OC3=CC4=CC5=C(C(=O)C(C(C5)C(C(=O)C(C(C)O)O)OC)OC6CC(C(C(O6)C)O)OC7CC(C(C(O7)C)O)OC8CC(C(C(O8)C)O)(C)O)C(=C4C(=C3C)O)O)O)O. Cell line: 786-0. Synergy scores: CSS=33.7, Synergy_ZIP=-9.06, Synergy_Bliss=-7.39, Synergy_Loewe=-65.1, Synergy_HSA=-8.00. (7) Drug 1: C1CCC(CC1)NC(=O)N(CCCl)N=O. Drug 2: CN1C2=C(C=C(C=C2)N(CCCl)CCCl)N=C1CCCC(=O)O.Cl. Cell line: NCI-H322M. Synergy scores: CSS=-6.59, Synergy_ZIP=-1.05, Synergy_Bliss=-7.45, Synergy_Loewe=-10.6, Synergy_HSA=-8.48.